This data is from Peptide-MHC class I binding affinity with 185,985 pairs from IEDB/IMGT. The task is: Regression. Given a peptide amino acid sequence and an MHC pseudo amino acid sequence, predict their binding affinity value. This is MHC class I binding data. The peptide sequence is GLLIVKTVL. The MHC is HLA-B08:01 with pseudo-sequence HLA-B08:01. The binding affinity (normalized) is 0.